Predict the reaction yield, written as a fraction of the theoretical maximum amount of product (1.0 means a 100% yield; for example, 0.34 means a 34% yield). From a dataset of Reaction yield outcomes from USPTO patents with 853,638 reactions. The reactants are [CH3:1][C:2]1[N:3]=[C:4]([C:7]2([N:13]([C:17]3[CH:22]=[CH:21][CH:20]=[CH:19][CH:18]=3)[C:14](=[O:16])[CH3:15])[CH2:12][CH2:11][NH:10][CH2:9][CH2:8]2)[S:5][CH:6]=1.[F:23][C:24]([F:35])([F:34])[O:25][C:26]1[CH:33]=[CH:32][C:29]([CH:30]=O)=[CH:28][CH:27]=1.C(O[BH-](OC(=O)C)OC(=O)C)(=O)C.[Na+].C(OCC)(=O)C. The catalyst is C(Cl)(Cl)Cl.C(O)(=O)C. The product is [CH3:1][C:2]1[N:3]=[C:4]([C:7]2([N:13]([C:17]3[CH:18]=[CH:19][CH:20]=[CH:21][CH:22]=3)[C:14](=[O:16])[CH3:15])[CH2:12][CH2:11][N:10]([CH2:30][C:29]3[CH:32]=[CH:33][C:26]([O:25][C:24]([F:23])([F:34])[F:35])=[CH:27][CH:28]=3)[CH2:9][CH2:8]2)[S:5][CH:6]=1. The yield is 0.0900.